From a dataset of Forward reaction prediction with 1.9M reactions from USPTO patents (1976-2016). Predict the product of the given reaction. (1) Given the reactants [NH2:1][C:2]1[S:3]/[C:4](=[CH:8]\[C:9]2[CH:14]=[C:13]([O:15][CH3:16])[C:12]([OH:17])=[C:11]([Cl:18])[CH:10]=2)/[C:5](=[O:7])[N:6]=1.Br[CH2:20][C:21]([C:23]1[CH:31]=[CH:30][C:26]([C:27]([NH2:29])=[O:28])=[CH:25][CH:24]=1)=O, predict the reaction product. The product is: [Cl:18][C:11]1[CH:10]=[C:9](/[CH:8]=[C:4]2/[C:5](=[O:7])[N:6]3[CH:20]=[C:21]([C:23]4[CH:31]=[CH:30][C:26]([C:27]([NH2:29])=[O:28])=[CH:25][CH:24]=4)[N:1]=[C:2]3[S:3]/2)[CH:14]=[C:13]([O:15][CH3:16])[C:12]=1[OH:17]. (2) Given the reactants [NH2:1][C@@H:2]1[C:8](=[O:9])[N:7]([CH2:10][CH:11]2[CH2:13][CH2:12]2)[C:6]2[CH:14]=[CH:15][CH:16]=[CH:17][C:5]=2[C:4]2[CH:18]=[CH:19][CH:20]=[CH:21][C:3]1=2.[CH3:22][O:23][CH:24]([C:28]([NH:30][CH2:31][C:32]([F:38])([F:37])[C:33]([F:36])([F:35])[F:34])=[O:29])[C:25](O)=[O:26], predict the reaction product. The product is: [CH:11]1([CH2:10][N:7]2[C:8](=[O:9])[C@@H:2]([NH:1][C:25](=[O:26])[CH:24]([O:23][CH3:22])[C:28]([NH:30][CH2:31][C:32]([F:37])([F:38])[C:33]([F:34])([F:36])[F:35])=[O:29])[C:3]3[CH:21]=[CH:20][CH:19]=[CH:18][C:4]=3[C:5]3[CH:17]=[CH:16][CH:15]=[CH:14][C:6]2=3)[CH2:13][CH2:12]1. (3) Given the reactants [F:1][C:2]1[C:10]2[O:9][C:8]([C:11]3[C:20]4[C:15](=[CH:16][CH:17]=[CH:18][CH:19]=4)[CH:14]=[CH:13][N:12]=3)=[N:7][C:6]=2[CH:5]=[CH:4][C:3]=1[CH2:21][C:22]([O:24]C)=[O:23].[OH-].[Na+], predict the reaction product. The product is: [F:1][C:2]1[C:10]2[O:9][C:8]([C:11]3[C:20]4[C:15](=[CH:16][CH:17]=[CH:18][CH:19]=4)[CH:14]=[CH:13][N:12]=3)=[N:7][C:6]=2[CH:5]=[CH:4][C:3]=1[CH2:21][C:22]([OH:24])=[O:23]. (4) Given the reactants [CH2:1]([O:8][CH2:9][C:10](Cl)=[O:11])[C:2]1[CH:7]=[CH:6][CH:5]=[CH:4][CH:3]=1.O1CCCC1.[NH2:18][C:19]1[C:26]([OH:27])=[C:25]([F:28])[C:24]([C:29]2[CH:34]=[CH:33][CH:32]=[CH:31][CH:30]=2)=[C:23]([CH3:35])[C:20]=1[C:21]#[N:22].C(=O)([O-])O.[Na+], predict the reaction product. The product is: [CH2:1]([O:8][CH2:9][C:10]([NH:18][C:19]1[C:26]([OH:27])=[C:25]([F:28])[C:24]([C:29]2[CH:34]=[CH:33][CH:32]=[CH:31][CH:30]=2)=[C:23]([CH3:35])[C:20]=1[C:21]#[N:22])=[O:11])[C:2]1[CH:7]=[CH:6][CH:5]=[CH:4][CH:3]=1. (5) Given the reactants S(Cl)(Cl)=O.[F:5][C:6]1[CH:36]=[CH:35][C:9]([CH2:10][O:11][C:12]2[CH:17]=[CH:16][N:15]([C:18]3[CH:19]=[CH:20][C:21]4[N:25]=[C:24]([C:26]([NH:28][CH2:29][CH2:30]O)=[O:27])[N:23]([CH3:32])[C:22]=4[CH:33]=3)[C:14](=[O:34])[CH:13]=2)=[CH:8][CH:7]=1, predict the reaction product. The product is: [O:27]1[CH2:30][CH2:29][N:28]=[C:26]1[C:24]1[N:23]([CH3:32])[C:22]2[CH:33]=[C:18]([N:15]3[CH:16]=[CH:17][C:12]([O:11][CH2:10][C:9]4[CH:8]=[CH:7][C:6]([F:5])=[CH:36][CH:35]=4)=[CH:13][C:14]3=[O:34])[CH:19]=[CH:20][C:21]=2[N:25]=1.